This data is from Forward reaction prediction with 1.9M reactions from USPTO patents (1976-2016). The task is: Predict the product of the given reaction. (1) Given the reactants [CH3:1][C:2](=[CH2:43])[CH2:3][O:4][C:5](=[O:42])[N:6]=[C:7]([C:9]1[CH:14]=[CH:13][C:12]([NH:15][C@H:16]([C:29]2[CH:34]=[C:33]([O:35][CH3:36])[CH:32]=[C:31]([O:37][CH2:38][CH2:39][OH:40])[C:30]=2[F:41])[C:17]2[NH:21][C:20](=[O:22])[N:19]([C:23]3[N:28]=[CH:27][CH:26]=[CH:25][N:24]=3)[N:18]=2)=[CH:11][CH:10]=1)[NH2:8].[F:44][CH2:45][C:46]([O:49][C:50](=[O:54])[O:51][CH2:52]Cl)([CH3:48])[CH3:47].C(=O)([O-])[O-].[Rb+].[Rb+], predict the reaction product. The product is: [F:44][CH2:45][C:46]([O:49][C:50](=[O:54])[O:51][CH2:52][O:22][C:20]1[N:19]([C:23]2[N:24]=[CH:25][CH:26]=[CH:27][N:28]=2)[N:18]=[C:17]([C@H:16]([NH:15][C:12]2[CH:13]=[CH:14][C:9]([C:7]([NH2:8])=[N:6][C:5]([O:4][CH2:3][C:2]([CH3:1])=[CH2:43])=[O:42])=[CH:10][CH:11]=2)[C:29]2[CH:34]=[C:33]([O:35][CH3:36])[CH:32]=[C:31]([O:37][CH2:38][CH2:39][OH:40])[C:30]=2[F:41])[N:21]=1)([CH3:48])[CH3:47]. (2) Given the reactants Cl.[CH3:2][NH:3][C:4]([C:6]1[C:7]2[CH2:8][CH2:9][C:10]([O:28]C)([C:21]3[CH:26]=[CH:25][CH:24]=[CH:23][C:22]=3[CH3:27])[O:11][C:12]=2[C:13]2[N:17]=[C:16]([CH3:18])[N:15]([CH3:19])[C:14]=2[CH:20]=1)=[O:5].[OH-].[Na+], predict the reaction product. The product is: [CH3:2][NH:3][C:4]([C:6]1[C:7]([CH2:8][CH2:9][C:10](=[O:28])[C:21]2[CH:26]=[CH:25][CH:24]=[CH:23][C:22]=2[CH3:27])=[C:12]([OH:11])[C:13]2[N:17]=[C:16]([CH3:18])[N:15]([CH3:19])[C:14]=2[CH:20]=1)=[O:5]. (3) Given the reactants [NH2:1][C:2]1[CH:3]=[C:4]([S:8][C:9]([CH3:16])([CH3:15])[C:10](OCC)=[O:11])[CH:5]=[CH:6][CH:7]=1.[H-].[H-].[H-].[H-].[Li+].[Al+3].[NH4+].[Cl-], predict the reaction product. The product is: [NH2:1][C:2]1[CH:3]=[C:4]([S:8][C:9]([CH3:16])([CH3:15])[CH2:10][OH:11])[CH:5]=[CH:6][CH:7]=1. (4) Given the reactants [Cl:1][C:2]1[CH:7]=[CH:6][C:5]([S:8]([N:11]([C:15]2[C:16]([C:22](=[O:32])[C:23]3[CH:28]=[CH:27][CH:26]=[CH:25][C:24]=3[N+:29]([O-:31])=[O:30])=[N:17][CH:18]=[C:19]([Cl:21])[CH:20]=2)COC)(=[O:10])=[O:9])=[CH:4][C:3]=1[C:33]([F:36])([F:35])[F:34].O, predict the reaction product. The product is: [Cl:1][C:2]1[CH:7]=[CH:6][C:5]([S:8]([NH:11][C:15]2[C:16]([C:22](=[O:32])[C:23]3[CH:28]=[CH:27][CH:26]=[CH:25][C:24]=3[N+:29]([O-:31])=[O:30])=[N:17][CH:18]=[C:19]([Cl:21])[CH:20]=2)(=[O:9])=[O:10])=[CH:4][C:3]=1[C:33]([F:36])([F:34])[F:35].